Predict the reactants needed to synthesize the given product. From a dataset of Full USPTO retrosynthesis dataset with 1.9M reactions from patents (1976-2016). Given the product [CH3:37][C:25]1[CH:30]=[CH:29][C:28]([S:31]([NH:34][C:35](=[O:36])[O:17][CH2:16][CH2:15][C:12]2[CH:13]=[CH:14][C:9]([NH:8][C:6]3[CH:7]=[C:2]([Cl:1])[C:3]([C:21]([F:22])([F:23])[F:24])=[CH:4][C:5]=3[N+:18]([O-:20])=[O:19])=[CH:10][CH:11]=2)(=[O:33])=[O:32])=[CH:27][CH:26]=1, predict the reactants needed to synthesize it. The reactants are: [Cl:1][C:2]1[C:3]([C:21]([F:24])([F:23])[F:22])=[CH:4][C:5]([N+:18]([O-:20])=[O:19])=[C:6]([NH:8][C:9]2[CH:14]=[CH:13][C:12]([CH2:15][CH2:16][OH:17])=[CH:11][CH:10]=2)[CH:7]=1.[C:25]1([CH3:37])[CH:30]=[CH:29][C:28]([S:31]([N:34]=[C:35]=[O:36])(=[O:33])=[O:32])=[CH:27][CH:26]=1.